Dataset: NCI-60 drug combinations with 297,098 pairs across 59 cell lines. Task: Regression. Given two drug SMILES strings and cell line genomic features, predict the synergy score measuring deviation from expected non-interaction effect. Drug 1: CC1=C(N=C(N=C1N)C(CC(=O)N)NCC(C(=O)N)N)C(=O)NC(C(C2=CN=CN2)OC3C(C(C(C(O3)CO)O)O)OC4C(C(C(C(O4)CO)O)OC(=O)N)O)C(=O)NC(C)C(C(C)C(=O)NC(C(C)O)C(=O)NCCC5=NC(=CS5)C6=NC(=CS6)C(=O)NCCC[S+](C)C)O. Drug 2: CC(C)(C#N)C1=CC(=CC(=C1)CN2C=NC=N2)C(C)(C)C#N. Cell line: NCI-H522. Synergy scores: CSS=25.4, Synergy_ZIP=-5.26, Synergy_Bliss=-1.52, Synergy_Loewe=-1.63, Synergy_HSA=1.64.